From a dataset of Full USPTO retrosynthesis dataset with 1.9M reactions from patents (1976-2016). Predict the reactants needed to synthesize the given product. (1) Given the product [CH3:40][S:41]([C:44]1[CH:45]=[CH:46][C:47]([CH2:48][CH:49]([C:50]([OH:58])=[O:51])[C:54]([OH:55])=[O:53])=[CH:59][CH:60]=1)(=[O:42])=[O:43], predict the reactants needed to synthesize it. The reactants are: ClC1C=CC(CC2C(=O)OC(C)(C)OC2=O)=CC=1.BrC1C=C2C(=CC=1)N=C(Cl)C(CC1C=CC(Cl)=CC=1)=C2Cl.[CH3:40][S:41]([C:44]1[CH:60]=[CH:59][C:47]([CH2:48][CH:49]2[C:54](=[O:55])[O:53]C(C)(C)[O:51][C:50]2=[O:58])=[CH:46][CH:45]=1)(=[O:43])=[O:42]. (2) Given the product [N:33]([CH:6]1[CH2:9][N:8]([C:10]2[CH:15]=[CH:14][C:13]([NH:16][C:17]3[N:22]=[C:21]([C:23]4[N:27]([CH:28]([CH3:30])[CH3:29])[C:26]([CH3:31])=[N:25][CH:24]=4)[C:20]([F:32])=[CH:19][N:18]=3)=[CH:12][CH:11]=2)[CH2:7]1)=[N+:34]=[N-:35], predict the reactants needed to synthesize it. The reactants are: CS(O[CH:6]1[CH2:9][N:8]([C:10]2[CH:15]=[CH:14][C:13]([NH:16][C:17]3[N:22]=[C:21]([C:23]4[N:27]([CH:28]([CH3:30])[CH3:29])[C:26]([CH3:31])=[N:25][CH:24]=4)[C:20]([F:32])=[CH:19][N:18]=3)=[CH:12][CH:11]=2)[CH2:7]1)(=O)=O.[N-:33]=[N+:34]=[N-:35].[Na+]. (3) Given the product [C:1]([O:5][C:6]([NH:8][C:9]1[CH:14]=[CH:13][CH:12]=[CH:11][C:10]=1[NH:15][C:16]([C:17]1[CH:18]=[CH:19][C:20]([C:35]2[C:34]([Cl:33])=[CH:42][C:38]([C:39]([OH:41])=[O:40])=[CH:37][N:36]=2)=[CH:21][CH:22]=1)=[O:32])=[O:7])([CH3:3])([CH3:2])[CH3:4], predict the reactants needed to synthesize it. The reactants are: [C:1]([O:5][C:6]([NH:8][C:9]1[CH:14]=[CH:13][CH:12]=[CH:11][C:10]=1[NH:15][C:16](=[O:32])[C:17]1[CH:22]=[CH:21][C:20](B2OC(C)(C)C(C)(C)O2)=[CH:19][CH:18]=1)=[O:7])([CH3:4])([CH3:3])[CH3:2].[Cl:33][C:34]1[C:35](Cl)=[N:36][CH:37]=[C:38]([CH:42]=1)[C:39]([OH:41])=[O:40]. (4) Given the product [Cl:7][C:8]1[C:12]([CH3:13])=[CH:11][S:10][C:9]=1[C:14]1[N:15]([CH2:20][CH:21]([CH3:23])[CH3:22])[C:16](=[O:19])[N:17]([CH2:25][C:26]([O:28][CH2:29][CH3:30])=[O:27])[N:18]=1, predict the reactants needed to synthesize it. The reactants are: C(=O)([O-])[O-].[K+].[K+].[Cl:7][C:8]1[C:12]([CH3:13])=[CH:11][S:10][C:9]=1[C:14]1[N:15]([CH2:20][CH:21]([CH3:23])[CH3:22])[C:16](=[O:19])[NH:17][N:18]=1.Cl[CH2:25][C:26]([O:28][CH2:29][CH3:30])=[O:27]. (5) Given the product [F:32][C:33]1[CH:38]=[CH:37][C:36]([CH:39]([CH3:44])[C:40]([O:42][CH3:43])=[O:41])=[C:35]([O:45][CH2:52][C@:50]2([CH3:53])[CH2:49][O:48][C:47]([CH3:55])([CH3:46])[O:51]2)[CH:34]=1, predict the reactants needed to synthesize it. The reactants are: CCOC(/N=N/C(OCC)=O)=O.C1(P(C2C=CC=CC=2)C2C=CC=CC=2)C=CC=CC=1.[F:32][C:33]1[CH:38]=[CH:37][C:36]([CH:39]([CH3:44])[C:40]([O:42][CH3:43])=[O:41])=[C:35]([OH:45])[CH:34]=1.[CH3:46][C:47]1([CH3:55])[O:51][C@@:50]([CH2:53]O)([CH3:52])[CH2:49][O:48]1. (6) Given the product [NH2:5][CH:46]1[CH2:51][CH2:50][CH2:49][N:48]([C:52]2[N:56]([CH2:57][CH:58]=[C:59]([CH3:61])[CH3:60])[C:55]([C:62]([NH:64][CH2:65][C:66]3[C:75]4[C:70](=[CH:71][CH:72]=[CH:73][CH:74]=4)[CH:69]=[CH:68][CH:67]=3)=[O:63])=[N:54][N:53]=2)[CH2:47]1, predict the reactants needed to synthesize it. The reactants are: C1(=O)[NH:5]C(=O)C2=CC=CC=C12.C1(P(C2C=CC=CC=2)C2C=CC=CC=2)C=CC=CC=1.N(C(OC(C)C)=O)=NC(OC(C)C)=O.O[CH:46]1[CH2:51][CH2:50][CH2:49][N:48]([C:52]2[N:56]([CH2:57][CH:58]=[C:59]([CH3:61])[CH3:60])[C:55]([C:62]([NH:64][CH2:65][C:66]3[C:75]4[C:70](=[CH:71][CH:72]=[CH:73][CH:74]=4)[CH:69]=[CH:68][CH:67]=3)=[O:63])=[N:54][N:53]=2)[CH2:47]1. (7) Given the product [CH3:21][O:20][C:14]1[CH:13]=[C:12]([CH:17]=[C:16]([O:18][CH3:19])[CH:15]=1)[CH2:11][CH2:10][C:8]1[N:9]=[C:4]2[CH:3]=[C:2]([C:40]3[CH:45]=[CH:44][N:43]=[C:42]([C:46]#[N:47])[CH:41]=3)[N:22]([S:23]([C:26]3[CH:31]=[CH:30][CH:29]=[CH:28][CH:27]=3)(=[O:25])=[O:24])[C:5]2=[N:6][CH:7]=1, predict the reactants needed to synthesize it. The reactants are: Br[C:2]1[N:22]([S:23]([C:26]2[CH:31]=[CH:30][CH:29]=[CH:28][CH:27]=2)(=[O:25])=[O:24])[C:5]2=[N:6][CH:7]=[C:8]([CH2:10][CH2:11][C:12]3[CH:17]=[C:16]([O:18][CH3:19])[CH:15]=[C:14]([O:20][CH3:21])[CH:13]=3)[N:9]=[C:4]2[CH:3]=1.CC1(C)C(C)(C)OB([C:40]2[CH:45]=[CH:44][N:43]=[C:42]([C:46]#[N:47])[CH:41]=2)O1.C(=O)([O-])[O-].[Na+].[Na+].ClCCl. (8) Given the product [F:23][C:24]1[CH:25]=[C:26]([N:44]2[CH2:48][C@H:47]([CH2:49][N:50]3[CH:54]=[CH:53][N:52]=[N:51]3)[O:46][C:45]2=[O:55])[CH:27]=[CH:28][C:29]=1[C:2]1[CH:7]=[N:6][C:5]([C:8]2[CH2:12][CH:11]([CH2:13][NH:14][CH2:15][CH2:16][C:17]3[CH:22]=[CH:21][N:20]=[CH:19][CH:18]=3)[O:10][N:9]=2)=[CH:4][CH:3]=1, predict the reactants needed to synthesize it. The reactants are: Br[C:2]1[CH:3]=[CH:4][C:5]([C:8]2[CH2:12][CH:11]([CH2:13][NH:14][CH2:15][CH2:16][C:17]3[CH:22]=[CH:21][N:20]=[CH:19][CH:18]=3)[O:10][N:9]=2)=[N:6][CH:7]=1.[F:23][C:24]1[CH:25]=[C:26]([N:44]2[CH2:48][C@H:47]([CH2:49][N:50]3[CH:54]=[CH:53][N:52]=[N:51]3)[O:46][C:45]2=[O:55])[CH:27]=[CH:28][C:29]=1C1C=[N+]([O-])C(C2CC(CO)ON=2)=CC=1.C(=O)([O-])[O-].[K+].[K+].